From a dataset of Reaction yield outcomes from USPTO patents with 853,638 reactions. Predict the reaction yield, written as a fraction of the theoretical maximum amount of product (1.0 means a 100% yield; for example, 0.34 means a 34% yield). The reactants are [CH3:1][O:2][C:3]1[CH:8]=[C:7]([C:9]2[CH:13]=[C:12]([C:14]3[CH:19]=[C:18]([O:20][CH3:21])[C:17]([O:22][CH3:23])=[C:16]([O:24][CH3:25])[CH:15]=3)[O:11][N:10]=2)[CH:6]=[C:5]([O:26][CH3:27])[C:4]=1[OH:28].C(=O)([O-])[O-].[K+].[K+].Br[CH2:36][CH2:37][CH2:38][CH2:39][CH2:40][O:41][C:42]1[CH:47]=[CH:46][C:45]([CH:48]2[NH:57][C:56](=[O:58])[C:55]3[C:50](=[CH:51][CH:52]=[CH:53][CH:54]=3)[NH:49]2)=[CH:44][C:43]=1[O:59][CH3:60]. The catalyst is CN(C=O)C.C(OCC)(=O)C.CCCCCC. The product is [CH3:1][O:2][C:3]1[CH:8]=[C:7]([C:9]2[CH:13]=[C:12]([C:14]3[CH:15]=[C:16]([O:24][CH3:25])[C:17]([O:22][CH3:23])=[C:18]([O:20][CH3:21])[CH:19]=3)[O:11][N:10]=2)[CH:6]=[C:5]([O:26][CH3:27])[C:4]=1[O:28][CH2:36][CH2:37][CH2:38][CH2:39][CH2:40][O:41][C:42]1[CH:47]=[CH:46][C:45]([CH:48]2[NH:57][C:56](=[O:58])[C:55]3[C:50](=[CH:51][CH:52]=[CH:53][CH:54]=3)[NH:49]2)=[CH:44][C:43]=1[O:59][CH3:60]. The yield is 0.800.